From a dataset of Retrosynthesis with 50K atom-mapped reactions and 10 reaction types from USPTO. Predict the reactants needed to synthesize the given product. (1) Given the product O=C(O)CCCOc1c(-c2csc(C(=O)N3CCC(Cc4ccccc4)CC3)n2)cc(Br)c(O)c1Br, predict the reactants needed to synthesize it. The reactants are: CCOC(=O)CCCOc1c(-c2csc(C(=O)N3CCC(Cc4ccccc4)CC3)n2)cc(Br)c(O)c1Br. (2) Given the product CC(C)c1nc(NC(=O)c2c(F)cccc2F)sc1-c1cccc(C(F)(F)F)c1, predict the reactants needed to synthesize it. The reactants are: C=C(C)c1nc(NC(=O)c2c(F)cccc2F)sc1-c1cccc(C(F)(F)F)c1. (3) Given the product CC(=O)Nc1ncc(-c2ccc(O)cc2)nc1Cc1ccccc1, predict the reactants needed to synthesize it. The reactants are: CC(=O)Nc1ncc(-c2ccc(OC(C)=O)cc2)nc1Cc1ccccc1.